Dataset: Full USPTO retrosynthesis dataset with 1.9M reactions from patents (1976-2016). Task: Predict the reactants needed to synthesize the given product. Given the product [F:1][C:2]1[C:7]([C:17](=[O:16])[C:18]([O:20][C:21]([CH3:24])([CH3:23])[CH3:22])=[O:19])=[CH:6][CH:5]=[CH:4][N:3]=1, predict the reactants needed to synthesize it. The reactants are: [F:1][C:2]1[CH:7]=[CH:6][CH:5]=[CH:4][N:3]=1.[Li+].CC([N-]C(C)C)C.[O:16]=[C:17](N1C=CN=C1)[C:18]([O:20][C:21]([CH3:24])([CH3:23])[CH3:22])=[O:19].[NH4+].[Cl-].